This data is from Full USPTO retrosynthesis dataset with 1.9M reactions from patents (1976-2016). The task is: Predict the reactants needed to synthesize the given product. Given the product [F:28][C:27]([F:30])([F:29])[C:24]1[CH:25]=[CH:26][C:21]([O:20][C:17]2[CH:18]=[CH:19][C:14]([O:13][C:11](=[O:12])[N:4]([C:3]3[CH:6]=[CH:7][CH:8]=[CH:9][C:2]=3[Cl:1])[CH3:5])=[CH:15][CH:16]=2)=[N:22][CH:23]=1, predict the reactants needed to synthesize it. The reactants are: [Cl:1][C:2]1[CH:9]=[CH:8][CH:7]=[CH:6][C:3]=1[NH:4][CH3:5].Cl[C:11]([O:13][C:14]1[CH:19]=[CH:18][C:17]([O:20][C:21]2[CH:26]=[CH:25][C:24]([C:27]([F:30])([F:29])[F:28])=[CH:23][N:22]=2)=[CH:16][CH:15]=1)=[O:12].